This data is from Forward reaction prediction with 1.9M reactions from USPTO patents (1976-2016). The task is: Predict the product of the given reaction. (1) Given the reactants N1(CC2N3C=C(C)C=CC3=NC=2C2C=CC(C)=CC=2)C=CN=C1.Cl.Cl[CH2:26][C:27]1[N:31]2[CH:32]=[C:33]([CH3:36])[CH:34]=[CH:35][C:30]2=[N:29][C:28]=1[C:37]1[CH:42]=[CH:41][C:40]([CH3:43])=[CH:39][CH:38]=1.[NH:44]1[C:48]([C:49]([O:51][CH3:52])=[O:50])=[N:47][CH:46]=[N:45]1, predict the reaction product. The product is: [CH3:52][O:51][C:49]([C:48]1[N:47]=[CH:46][N:45]([CH2:26][C:27]2[N:31]3[CH:32]=[C:33]([CH3:36])[CH:34]=[CH:35][C:30]3=[N:29][C:28]=2[C:37]2[CH:42]=[CH:41][C:40]([CH3:43])=[CH:39][CH:38]=2)[N:44]=1)=[O:50]. (2) Given the reactants [N+:1]([C:4]1[CH:9]=[CH:8][C:7]([C:10]2[CH:11]=[C:12]3[N:17]([CH:18]=2)[CH:16]=[CH:15][CH:14]=[CH:13]3)=[CH:6][CH:5]=1)([O-])=O.[BH4-].[Na+], predict the reaction product. The product is: [NH2:1][C:4]1[CH:5]=[CH:6][C:7]([C:10]2[CH:11]=[C:12]3[N:17]([CH:18]=2)[CH:16]=[CH:15][CH:14]=[CH:13]3)=[CH:8][CH:9]=1. (3) Given the reactants [NH2:1][C:2]1[C:3]2[C:10]([C:11]#[C:12][C:13]3[CH:18]=[C:17]([O:19][CH3:20])[CH:16]=[C:15]([O:21][CH3:22])[CH:14]=3)=[CH:9][N:8]([C@@H:23]3[CH2:27][N:26](C(OC(C)(C)C)=O)[C@H:25]([C:35]([O:37][CH3:38])=[O:36])[CH2:24]3)[C:4]=2[N:5]=[CH:6][N:7]=1.C(O)(C(F)(F)F)=O, predict the reaction product. The product is: [NH2:1][C:2]1[C:3]2[C:10]([C:11]#[C:12][C:13]3[CH:14]=[C:15]([O:21][CH3:22])[CH:16]=[C:17]([O:19][CH3:20])[CH:18]=3)=[CH:9][N:8]([C@@H:23]3[CH2:27][NH:26][C@H:25]([C:35]([O:37][CH3:38])=[O:36])[CH2:24]3)[C:4]=2[N:5]=[CH:6][N:7]=1.